Dataset: Forward reaction prediction with 1.9M reactions from USPTO patents (1976-2016). Task: Predict the product of the given reaction. (1) The product is: [N:26]1[CH:27]=[CH:28][C:23]([O:1][C:2]2[CH:3]=[C:4]3[C:9](=[CH:10][CH:11]=2)[C:8]([C:12]([OH:14])=[O:13])=[CH:7][CH:6]=[CH:5]3)=[CH:24][CH:25]=1. Given the reactants [OH:1][C:2]1[CH:3]=[C:4]2[C:9](=[CH:10][CH:11]=1)[C:8]([C:12]([OH:14])=[O:13])=[CH:7][CH:6]=[CH:5]2.C([O-])([O-])=O.[Cs+].[Cs+].Cl.Cl[C:23]1[CH:28]=[CH:27][N:26]=[CH:25][CH:24]=1.Cl, predict the reaction product. (2) The product is: [CH2:1]([O:3][C:4]([C:6]1[C:7](=[O:22])[C:8]2[C:13]([C:14]=1[C:15]1[CH:20]=[CH:19][CH:18]=[CH:17][CH:16]=1)=[CH:12][CH:11]=[C:10]([O:21][CH2:31][CH2:30][CH2:29][C:23]1[CH:28]=[CH:27][CH:26]=[CH:25][CH:24]=1)[CH:9]=2)=[O:5])[CH3:2]. Given the reactants [CH2:1]([O:3][C:4]([C:6]1[C:7](=[O:22])[C:8]2[C:13]([C:14]=1[C:15]1[CH:20]=[CH:19][CH:18]=[CH:17][CH:16]=1)=[CH:12][CH:11]=[C:10]([OH:21])[CH:9]=2)=[O:5])[CH3:2].[C:23]1([CH2:29][CH2:30][CH2:31]O)[CH:28]=[CH:27][CH:26]=[CH:25][CH:24]=1.C1(P(C2C=CC=CC=2)C2C=CC=CC=2)C=CC=CC=1.N(C(OCC)=O)=NC(OCC)=O, predict the reaction product. (3) The product is: [C:28]([O:27][C:25]([N:21]1[CH2:22][CH2:23][CH2:24][CH:19]([C@@H:12]2[N:11]([C:9]([O:8][CH2:1][C:2]3[CH:7]=[CH:6][CH:5]=[CH:4][CH:3]=3)=[O:10])[CH:15]([C:16](=[O:17])[NH:65][C:66]3[S:67][CH:68]=[C:69]([C:71]4[CH:72]=[CH:73][C:74]([C:75](=[O:76])[NH:77][CH:78]5[CH2:80][CH2:79]5)=[CH:81][CH:82]=4)[N:70]=3)[CH2:14][S:13]2)[CH2:20]1)=[O:26])([CH3:30])([CH3:29])[CH3:31]. Given the reactants [CH2:1]([O:8][C:9]([N:11]1[CH:15]([C:16](O)=[O:17])[CH2:14][S:13][C@@H:12]1[CH:19]1[CH2:24][CH2:23][CH2:22][N:21]([C:25]([O:27][C:28]([CH3:31])([CH3:30])[CH3:29])=[O:26])[CH2:20]1)=[O:10])[C:2]1[CH:7]=[CH:6][CH:5]=[CH:4][CH:3]=1.CCN(C(C)C)C(C)C.CN(C(ON1N=NC2C=CC=NC1=2)=[N+](C)C)C.F[P-](F)(F)(F)(F)F.[NH2:65][C:66]1[S:67][CH:68]=[C:69]([C:71]2[CH:82]=[CH:81][C:74]([C:75]([NH:77][CH:78]3[CH2:80][CH2:79]3)=[O:76])=[CH:73][CH:72]=2)[N:70]=1, predict the reaction product. (4) Given the reactants Cl[S:2]([C:5]1[CH:10]=[CH:9][C:8]([N:11]=[C:12]=[O:13])=[CH:7][CH:6]=1)(=[O:4])=[O:3].[CH3:14][O:15][C:16]1[CH:25]=[CH:24][C:23]([N:26]2[CH2:31][CH2:30][N:29]([CH3:32])[CH2:28][CH2:27]2)=[C:22]2[C:17]=1[CH2:18][CH2:19][NH:20][CH2:21]2.[CH2:33]([NH2:36])[CH2:34][CH3:35], predict the reaction product. The product is: [CH2:33]([NH:36][S:2]([C:5]1[CH:10]=[CH:9][C:8]([NH:11][C:12]([N:20]2[CH2:19][CH2:18][C:17]3[C:22](=[C:23]([N:26]4[CH2:27][CH2:28][N:29]([CH3:32])[CH2:30][CH2:31]4)[CH:24]=[CH:25][C:16]=3[O:15][CH3:14])[CH2:21]2)=[O:13])=[CH:7][CH:6]=1)(=[O:4])=[O:3])[CH2:34][CH3:35]. (5) The product is: [F:15][C:16]1[CH:17]=[CH:18][C:19]([CH2:20][N:21]2[CH2:25][CH2:24][N:23]([C:26]3[CH:27]=[C:28]([CH:32]=[CH:33][N:34]=3)[C:29]([NH:14][CH2:13][C:9]3[O:8][CH:12]=[CH:11][N:10]=3)=[O:30])[C:22]2=[O:35])=[CH:36][CH:37]=1. Given the reactants O1C=C(CN)N=C1.[O:8]1[CH:12]=[CH:11][N:10]=[C:9]1[CH2:13][NH2:14].[F:15][C:16]1[CH:37]=[CH:36][C:19]([CH2:20][N:21]2[CH2:25][CH2:24][N:23]([C:26]3[CH:27]=[C:28]([CH:32]=[CH:33][N:34]=3)[C:29](O)=[O:30])[C:22]2=[O:35])=[CH:18][CH:17]=1, predict the reaction product.